Predict which catalyst facilitates the given reaction. From a dataset of Catalyst prediction with 721,799 reactions and 888 catalyst types from USPTO. (1) Reactant: [C:1]1([C:14]2[CH:19]=[CH:18][CH:17]=[CH:16][CH:15]=2)[CH:6]=[CH:5][C:4]([NH:7][C:8](=[O:13])[CH2:9][C:10]([OH:12])=O)=[CH:3][CH:2]=1.CCN(C(C)C)C(C)C.C1C=CC2N(O)N=NC=2C=1.CCN=C=NCCCN(C)C.Cl.Cl.Cl.[Br:53][C:54]1[CH:59]=[CH:58][CH:57]=[CH:56][C:55]=1[NH:60][CH:61]1[CH2:66][CH2:65][NH:64][CH2:63][CH2:62]1. Product: [C:1]1([C:14]2[CH:19]=[CH:18][CH:17]=[CH:16][CH:15]=2)[CH:2]=[CH:3][C:4]([NH:7][C:8](=[O:13])[CH2:9][C:10]([N:64]2[CH2:63][CH2:62][CH:61]([NH:60][C:55]3[CH:56]=[CH:57][CH:58]=[CH:59][C:54]=3[Br:53])[CH2:66][CH2:65]2)=[O:12])=[CH:5][CH:6]=1. The catalyst class is: 18. (2) Reactant: Br[C:2]1[CH:9]=[CH:8][CH:7]=[CH:6][C:3]=1[CH2:4][OH:5].[CH:10]1[C:19]2[C:14](=[CH:15][CH:16]=[CH:17][CH:18]=2)[CH:13]=[CH:12][C:11]=1B(O)O.[O-]P([O-])([O-])=O.[K+].[K+].[K+]. Product: [CH:18]1[C:19]2[C:14](=[CH:13][CH:12]=[CH:11][CH:10]=2)[CH:15]=[CH:16][C:17]=1[C:2]1[CH:9]=[CH:8][CH:7]=[CH:6][C:3]=1[CH2:4][OH:5]. The catalyst class is: 233. (3) Reactant: [Si:1]([O:8][CH:9]1[CH2:13][CH2:12][C:11]([CH2:14][CH2:15][CH2:16][CH2:17][PH:18](=[O:22])[O:19][CH2:20][CH3:21])=[CH:10]1)([C:4]([CH3:7])([CH3:6])[CH3:5])([CH3:3])[CH3:2]. Product: [Si:1]([O:8][C@@H:9]1[CH2:13][CH2:12][C@H:11]([CH2:14][CH2:15][CH2:16][CH2:17][PH:18](=[O:22])[O:19][CH2:20][CH3:21])[CH2:10]1)([C:4]([CH3:7])([CH3:6])[CH3:5])([CH3:3])[CH3:2]. The catalyst class is: 29.